Predict which catalyst facilitates the given reaction. From a dataset of Catalyst prediction with 721,799 reactions and 888 catalyst types from USPTO. (1) Reactant: [F:1][C:2]1[CH:23]=[CH:22][C:5]([CH2:6][N:7]2[CH2:11][CH2:10][N:9]([C:12]3[CH:13]=[C:14]([CH:18]=[CH:19][N:20]=3)[C:15](O)=[O:16])[C:8]2=[O:21])=[CH:4][CH:3]=1.C([N:27](C(C)C)CC)(C)C.O.ON1C2C=CC=CC=2N=N1.F[B-](F)(F)F.N1(OC(N(C)C)=[N+](C)C)C2C=CC=CC=2N=N1.[Cl-].[NH4+]. Product: [F:1][C:2]1[CH:23]=[CH:22][C:5]([CH2:6][N:7]2[CH2:11][CH2:10][N:9]([C:12]3[CH:13]=[C:14]([CH:18]=[CH:19][N:20]=3)[C:15]([NH2:27])=[O:16])[C:8]2=[O:21])=[CH:4][CH:3]=1. The catalyst class is: 7. (2) Reactant: [CH2:1]([NH:5][C@:6]12[CH2:41][CH2:40][C@@H:39]([C:42]([CH3:44])=[CH2:43])[C@@H:7]1[C@@H:8]1[C@@:21]([CH3:24])([CH2:22][CH2:23]2)[C@@:20]2([CH3:25])[C@@H:11]([C@:12]3([CH3:38])[C@@H:17]([CH2:18][CH2:19]2)[C:16]([CH3:27])([CH3:26])[C:15]([C:28]2[CH:37]=[CH:36][C:31]([C:32]([O:34]C)=[O:33])=[CH:30][CH:29]=2)=[CH:14][CH2:13]3)[CH2:10][CH2:9]1)[CH:2]([CH3:4])[CH3:3].[OH-].[Na+]. Product: [CH2:1]([NH:5][C@:6]12[CH2:41][CH2:40][C@@H:39]([C:42]([CH3:44])=[CH2:43])[C@@H:7]1[C@@H:8]1[C@@:21]([CH3:24])([CH2:22][CH2:23]2)[C@@:20]2([CH3:25])[C@@H:11]([C@:12]3([CH3:38])[C@@H:17]([CH2:18][CH2:19]2)[C:16]([CH3:26])([CH3:27])[C:15]([C:28]2[CH:29]=[CH:30][C:31]([C:32]([OH:34])=[O:33])=[CH:36][CH:37]=2)=[CH:14][CH2:13]3)[CH2:10][CH2:9]1)[CH:2]([CH3:4])[CH3:3]. The catalyst class is: 169.